From a dataset of Full USPTO retrosynthesis dataset with 1.9M reactions from patents (1976-2016). Predict the reactants needed to synthesize the given product. (1) Given the product [C:9]([O:13][C:14](=[O:21])[NH:15][C@H:16]1[CH2:20][CH2:19][N:18]([C:5]2[N:4]=[CH:3][C:2]([Br:1])=[CH:7][N:6]=2)[CH2:17]1)([CH3:12])([CH3:10])[CH3:11], predict the reactants needed to synthesize it. The reactants are: [Br:1][C:2]1[CH:3]=[N:4][C:5](Cl)=[N:6][CH:7]=1.[C:9]([O:13][C:14](=[O:21])[NH:15][C@H:16]1[CH2:20][CH2:19][NH:18][CH2:17]1)([CH3:12])([CH3:11])[CH3:10].C(N(C(C)C)C(C)C)C.ClCCl. (2) Given the product [Cl:1][C:2]1[CH:7]=[CH:6][C:5]([N:8]([C@H:12]2[C:21]3[C:16](=[CH:17][CH:18]=[CH:19][CH:20]=3)[N:15]([C:22](=[O:33])[C:23]3[CH:28]=[C:27]([F:29])[C:26]([OH:30])=[C:25]([F:32])[CH:24]=3)[C@@H:14]([CH3:34])[CH2:13]2)[C:9](=[O:11])[CH3:10])=[CH:4][CH:3]=1, predict the reactants needed to synthesize it. The reactants are: [Cl:1][C:2]1[CH:7]=[CH:6][C:5]([N:8]([C@H:12]2[C:21]3[C:16](=[CH:17][CH:18]=[CH:19][CH:20]=3)[N:15]([C:22](=[O:33])[C:23]3[CH:28]=[C:27]([F:29])[C:26]([O:30]C)=[C:25]([F:32])[CH:24]=3)[C@@H:14]([CH3:34])[CH2:13]2)[C:9](=[O:11])[CH3:10])=[CH:4][CH:3]=1.B(Br)(Br)Br.